This data is from Forward reaction prediction with 1.9M reactions from USPTO patents (1976-2016). The task is: Predict the product of the given reaction. (1) Given the reactants [F:1][C:2]1[CH:3]=[C:4]2[C:9](=[CH:10][CH:11]=1)[CH:8]=[N:7][CH:6]=[CH:5]2.S(Cl)([Cl:15])(=O)=O, predict the reaction product. The product is: [Cl:15][C:5]1[C:4]2[C:9](=[CH:10][CH:11]=[C:2]([F:1])[CH:3]=2)[CH:8]=[N:7][CH:6]=1. (2) Given the reactants [OH:1][C:2]1([CH2:15][CH:16]=O)[CH2:14][CH2:13][C:5]2([O:10][CH2:9][C:8]([CH3:12])([CH3:11])[CH2:7][O:6]2)[CH2:4][CH2:3]1.[Br:18][C:19]1[CH:24]=[CH:23][C:22]([C:25]([NH2:28])([CH3:27])[CH3:26])=[CH:21][CH:20]=1, predict the reaction product. The product is: [Br:18][C:19]1[CH:20]=[CH:21][C:22]([C:25]([NH:28][CH2:16][CH2:15][C:2]2([OH:1])[CH2:3][CH2:4][C:5]3([O:6][CH2:7][C:8]([CH3:12])([CH3:11])[CH2:9][O:10]3)[CH2:13][CH2:14]2)([CH3:26])[CH3:27])=[CH:23][CH:24]=1. (3) Given the reactants Br[C:2]1[CH:28]=[CH:27][C:5]2[NH:6][C:7]([CH:9]3[CH2:26][CH2:25][C:12]4([O:16][C:15](=[O:17])[N:14]([C:18]5[CH:23]=[CH:22][CH:21]=[CH:20][C:19]=5[F:24])[CH2:13]4)[CH2:11][CH2:10]3)=[N:8][C:4]=2[CH:3]=1.P(C(C)(C)C)(C(C)(C)C)C(C)(C)C.[CH3:42][O:43][C:44]1[N:49]=[CH:48][C:47](B(O)O)=[CH:46][N:45]=1.C(=O)([O-])[O-].[Cs+].[Cs+], predict the reaction product. The product is: [F:24][C:19]1[CH:20]=[CH:21][CH:22]=[CH:23][C:18]=1[N:14]1[CH2:13][C:12]2([CH2:11][CH2:10][CH:9]([C:7]3[NH:6][C:5]4[CH:27]=[CH:28][C:2]([C:47]5[CH:46]=[N:45][C:44]([O:43][CH3:42])=[N:49][CH:48]=5)=[CH:3][C:4]=4[N:8]=3)[CH2:26][CH2:25]2)[O:16][C:15]1=[O:17]. (4) Given the reactants F[C:2]1[C:7]([N+:8]([O-:10])=[O:9])=[CH:6][CH:5]=[C:4]([N+:11]([O-:13])=[O:12])[C:3]=1[CH3:14].[CH3:15][O:16][C:17]1[CH:22]=[CH:21][C:20]([O:23][CH3:24])=[CH:19][C:18]=1[OH:25], predict the reaction product. The product is: [N+:11]([C:4]1[C:3]([CH3:14])=[C:2]([C:7]([N+:8]([O-:10])=[O:9])=[CH:6][CH:5]=1)[O:25][C:18]1[CH:19]=[C:20]([O:23][CH3:24])[CH:21]=[CH:22][C:17]=1[O:16][CH3:15])([O-:13])=[O:12]. (5) Given the reactants [C:1]([O:5][C:6]([N:8]1[CH2:13][CH2:12][CH:11]([O:14][C:15]2[CH:20]=[CH:19][C:18]([N+:21]([O-:23])=[O:22])=[CH:17][C:16]=2[C:24](O)=[O:25])[CH2:10][CH2:9]1)=[O:7])([CH3:4])([CH3:3])[CH3:2].ClC(OCC(C)C)=O.[CH2:35]([N:37](CC)[CH2:38]C)C.CNC, predict the reaction product. The product is: [C:1]([O:5][C:6]([N:8]1[CH2:13][CH2:12][CH:11]([O:14][C:15]2[CH:20]=[CH:19][C:18]([N+:21]([O-:23])=[O:22])=[CH:17][C:16]=2[C:24](=[O:25])[N:37]([CH3:38])[CH3:35])[CH2:10][CH2:9]1)=[O:7])([CH3:3])([CH3:2])[CH3:4]. (6) Given the reactants [Cl:1][C:2]1[C:7]([F:8])=[CH:6][CH:5]=[C:4]([Cl:9])[C:3]=1[CH:10]([O:12][C:13]1[CH:18]=[CH:17][C:16]([N+:19]([O-])=O)=[C:15]([N+:22]([O-])=O)[CH:14]=1)[CH3:11].[H][H], predict the reaction product. The product is: [Cl:1][C:2]1[C:7]([F:8])=[CH:6][CH:5]=[C:4]([Cl:9])[C:3]=1[CH:10]([O:12][C:13]1[CH:14]=[C:15]([NH2:22])[C:16]([NH2:19])=[CH:17][CH:18]=1)[CH3:11].